This data is from Forward reaction prediction with 1.9M reactions from USPTO patents (1976-2016). The task is: Predict the product of the given reaction. (1) Given the reactants [NH2:1][C:2]1[CH:10]=[CH:9][C:8]([N:11]2[CH2:16][CH2:15][CH2:14][CH2:13][CH2:12]2)=[CH:7][C:3]=1[C:4]([NH2:6])=[O:5].[C:17](Cl)(Cl)=[O:18], predict the reaction product. The product is: [N:11]1([C:8]2[CH:7]=[C:3]3[C:2](=[CH:10][CH:9]=2)[NH:1][C:17](=[O:18])[NH:6][C:4]3=[O:5])[CH2:16][CH2:15][CH2:14][CH2:13][CH2:12]1. (2) Given the reactants [CH3:1][N:2]1[C:6]2[CH:7]=[CH:8][CH:9]=[C:10]([N+:11]([O-])=O)[C:5]=2[N:4]=[CH:3]1, predict the reaction product. The product is: [CH3:1][N:2]1[C:6]2[CH:7]=[CH:8][CH:9]=[C:10]([NH2:11])[C:5]=2[N:4]=[CH:3]1. (3) Given the reactants CCN(CC)CC.Cl.[NH:9]1[CH2:12][CH2:11][CH2:10]1.C(O[C@H:17]1[C@H:22]([N:23]=[C:24]=[S:25])[C@@H:21]([O:26][C:27](=[O:29])[CH3:28])[C@H:20]([O:30][C:31](=[O:33])[CH3:32])[C@@H:19]([CH2:34][O:35][C:36](=[O:38])[CH3:37])[O:18]1)(=O)C.C(O)(C(F)(F)F)=O.C([O-])(O)=O.[Na+], predict the reaction product. The product is: [C:31]([O:30][C@@H:20]1[C@@H:19]([CH2:34][O:35][C:36](=[O:38])[CH3:37])[O:18][C@H:17]2[C@H:22]([N:23]=[C:24]([N:9]3[CH2:12][CH2:11][CH2:10]3)[S:25]2)[C@H:21]1[O:26][C:27](=[O:29])[CH3:28])(=[O:33])[CH3:32]. (4) Given the reactants [F:1][C:2]1[CH:7]=[CH:6][C:5]([C:8]2[O:9][C:10]3[CH:20]=[CH:19][C:18]([C:21]4[CH:22]=[C:23]([CH:27]=[CH:28][C:29]=4[CH3:30])[C:24]([OH:26])=O)=[CH:17][C:11]=3[C:12]=2[C:13](=[O:16])[NH:14][CH3:15])=[CH:4][CH:3]=1.Cl.[N:32]1[CH:37]=[CH:36][C:35]([C:38]2([NH2:41])[CH2:40][CH2:39]2)=[CH:34][N:33]=1.CN([P+](ON1N=NC2C=CC=CC1=2)(N(C)C)N(C)C)C.F[P-](F)(F)(F)(F)F, predict the reaction product. The product is: [F:1][C:2]1[CH:3]=[CH:4][C:5]([C:8]2[O:9][C:10]3[CH:20]=[CH:19][C:18]([C:21]4[CH:22]=[C:23]([C:24](=[O:26])[NH:41][C:38]5([C:35]6[CH:36]=[CH:37][N:32]=[N:33][CH:34]=6)[CH2:40][CH2:39]5)[CH:27]=[CH:28][C:29]=4[CH3:30])=[CH:17][C:11]=3[C:12]=2[C:13]([NH:14][CH3:15])=[O:16])=[CH:6][CH:7]=1. (5) Given the reactants CS([C:4]1[CH:9]=[CH:8][N:7]=[C:6]([C:10]2[C:18]3[C:13](=[N:14][CH:15]=[CH:16][CH:17]=3)[NH:12][N:11]=2)[N:5]=1)=O.[N:19]1(C(OC(C)(C)C)=O)[CH2:24][CH2:23][NH:22][CH2:21][CH2:20]1.C(=O)([O-])[O-].[K+].[K+], predict the reaction product. The product is: [N:19]1([C:4]2[CH:9]=[CH:8][N:7]=[C:6]([C:10]3[C:18]4[C:13](=[N:14][CH:15]=[CH:16][CH:17]=4)[NH:12][N:11]=3)[N:5]=2)[CH2:24][CH2:23][NH:22][CH2:21][CH2:20]1. (6) Given the reactants C([O:3][C:4](=[O:16])[CH2:5][O:6][C:7]1[CH:12]=[CH:11][C:10]([CH:13]([CH3:15])[CH3:14])=[CH:9][CH:8]=1)C.[OH-].[Na+], predict the reaction product. The product is: [CH:13]([C:10]1[CH:11]=[CH:12][C:7]([O:6][CH2:5][C:4]([OH:16])=[O:3])=[CH:8][CH:9]=1)([CH3:15])[CH3:14]. (7) Given the reactants [CH2:1]([N:3]([CH2:19][CH3:20])[CH2:4][CH2:5][N:6]1[CH2:11][CH2:10][C:9]2[NH:12][C:13]([CH:16]=O)=[C:14]([CH3:15])[C:8]=2[C:7]1=[O:18])[CH3:2].[OH:21][CH2:22][CH2:23][C:24]1[CH:32]=[CH:31][CH:30]=[C:29]2[C:25]=1[CH2:26][C:27](=[O:33])[NH:28]2, predict the reaction product. The product is: [CH2:1]([N:3]([CH2:19][CH3:20])[CH2:4][CH2:5][N:6]1[CH2:11][CH2:10][C:9]2[NH:12][C:13]([CH:16]=[C:26]3[C:25]4[C:29](=[CH:30][CH:31]=[CH:32][C:24]=4[CH2:23][CH2:22][OH:21])[NH:28][C:27]3=[O:33])=[C:14]([CH3:15])[C:8]=2[C:7]1=[O:18])[CH3:2]. (8) The product is: [N+:1]([C:4]1[CH:5]=[CH:6][C:7]([C:10]([NH:13][C:20](=[O:21])[O:22][C:23]([CH3:26])([CH3:25])[CH3:24])([CH3:11])[CH3:12])=[CH:8][CH:9]=1)([O-:3])=[O:2]. Given the reactants [N+:1]([C:4]1[CH:9]=[CH:8][C:7]([C:10]([NH2:13])([CH3:12])[CH3:11])=[CH:6][CH:5]=1)([O-:3])=[O:2].C([O-])([O-])=O.[Na+].[Na+].[C:20](O[C:20]([O:22][C:23]([CH3:26])([CH3:25])[CH3:24])=[O:21])([O:22][C:23]([CH3:26])([CH3:25])[CH3:24])=[O:21], predict the reaction product. (9) Given the reactants [N:1]1([C:7]2[N:12]=[CH:11][N:10]=[C:9]([NH:13][C:14]3[S:15][C:16]([C:19]#[N:20])=[CH:17][N:18]=3)[CH:8]=2)[CH2:6][CH2:5][NH:4][CH2:3][CH2:2]1.Br[CH2:22][C:23]([NH:25][CH:26]1[CH2:28][CH2:27]1)=[O:24], predict the reaction product. The product is: [C:19]([C:16]1[S:15][C:14]([NH:13][C:9]2[N:10]=[CH:11][N:12]=[C:7]([N:1]3[CH2:6][CH2:5][N:4]([CH2:22][C:23]([NH:25][CH:26]4[CH2:28][CH2:27]4)=[O:24])[CH2:3][CH2:2]3)[CH:8]=2)=[N:18][CH:17]=1)#[N:20].